Task: Predict the reaction yield, written as a fraction of the theoretical maximum amount of product (1.0 means a 100% yield; for example, 0.34 means a 34% yield).. Dataset: Reaction yield outcomes from USPTO patents with 853,638 reactions (1) The reactants are [F:1][C:2]1[C:7]([F:8])=[CH:6][C:5]([C:9]2[CH:14]=[CH:13][C:12]([O:15][CH2:16][C:17]3[C:25]4[O:24][N:23]=[C:22]([O:26]C(C5C=CC=CC=5)(C5C=CC=CC=5)C5C=CC=CC=5)[C:21]=4[CH:20]=[CH:19][CH:18]=3)=[CH:11][CH:10]=2)=[C:4]([CH3:46])[CH:3]=1.Cl. The catalyst is C1COCC1.CO. The product is [F:1][C:2]1[C:7]([F:8])=[CH:6][C:5]([C:9]2[CH:10]=[CH:11][C:12]([O:15][CH2:16][C:17]3[C:25]4[O:24][N:23]=[C:22]([OH:26])[C:21]=4[CH:20]=[CH:19][CH:18]=3)=[CH:13][CH:14]=2)=[C:4]([CH3:46])[CH:3]=1. The yield is 0.602. (2) The product is [Cl:11][C:7]1[C:2]([OH:1])=[N:3][CH:4]=[C:5]([N+:8]([O-:10])=[O:9])[CH:6]=1. The yield is 0.950. The reactants are [OH:1][C:2]1[CH:7]=[CH:6][C:5]([N+:8]([O-:10])=[O:9])=[CH:4][N:3]=1.[Cl:11]N1C(=O)CCC1=O.O. The catalyst is CN(C=O)C. (3) The reactants are [CH3:1][C:2]1[C:3]([C@H:8]2[CH2:13][CH2:12][CH2:11][C@@H:10]([C:14]3[C:19]([CH3:20])=[CH:18][CH:17]=[CH:16][N:15]=3)[NH:9]2)=[N:4][CH:5]=[CH:6][CH:7]=1.Br[CH2:22][C:23]1[C:24]([C:28]#[N:29])=[CH:25][S:26][CH:27]=1.CCN(C(C)C)C(C)C. The catalyst is CN(C=O)C. The product is [CH3:1][C:2]1[C:3]([CH:8]2[CH2:13][CH2:12][CH2:11][CH:10]([C:14]3[C:19]([CH3:20])=[CH:18][CH:17]=[CH:16][N:15]=3)[N:9]2[CH2:22][C:23]2[C:24]([C:28]#[N:29])=[CH:25][S:26][CH:27]=2)=[N:4][CH:5]=[CH:6][CH:7]=1. The yield is 0.840. (4) The reactants are [CH3:1][C:2]1[CH:6]=[C:5]([C:7]([O:9]CC)=[O:8])[N:4]([CH2:12][C:13]([F:16])([F:15])[F:14])[N:3]=1.[OH-].[Na+].Cl. The catalyst is O1CCCC1. The product is [CH3:1][C:2]1[CH:6]=[C:5]([C:7]([OH:9])=[O:8])[N:4]([CH2:12][C:13]([F:15])([F:14])[F:16])[N:3]=1. The yield is 0.840. (5) The reactants are CN(C)C=O.Cl[CH2:7][CH2:8][CH2:9][O:10][C:11]1[CH:20]=[C:19]2[C:14]([C:15]([O:21][C:22]3[C:23]([CH3:32])=[N:24][C:25]4[C:30]([CH:31]=3)=[CH:29][CH:28]=[CH:27][CH:26]=4)=[CH:16][CH:17]=[N:18]2)=[CH:13][C:12]=1[O:33][CH3:34].C(=O)([O-])[O-].[K+].[K+].[NH:41]1[CH2:46][CH2:45][O:44][CH2:43][CH2:42]1. The catalyst is O. The product is [CH3:34][O:33][C:12]1[CH:13]=[C:14]2[C:19](=[CH:20][C:11]=1[O:10][CH2:9][CH2:8][CH2:7][N:41]1[CH2:46][CH2:45][O:44][CH2:43][CH2:42]1)[N:18]=[CH:17][CH:16]=[C:15]2[O:21][C:22]1[C:23]([CH3:32])=[N:24][C:25]2[C:30]([CH:31]=1)=[CH:29][CH:28]=[CH:27][CH:26]=2. The yield is 0.530. (6) The reactants are [N:1]1[S:2][N:3]=[C:4]2[CH:9]=[C:8]([C:10]3[CH:11]=[C:12]([CH:22]([CH2:28][CH:29]([CH3:31])[CH3:30])[C:23]([O:25]CC)=[O:24])[CH:13]=[C:14]([Cl:21])[C:15]=3[O:16][CH2:17][CH:18]3[CH2:20][CH2:19]3)[CH:7]=[CH:6][C:5]=12.CO.O.O[Li].O. The catalyst is C1COCC1. The product is [N:1]1[S:2][N:3]=[C:4]2[CH:9]=[C:8]([C:10]3[CH:11]=[C:12]([CH:22]([CH2:28][CH:29]([CH3:31])[CH3:30])[C:23]([OH:25])=[O:24])[CH:13]=[C:14]([Cl:21])[C:15]=3[O:16][CH2:17][CH:18]3[CH2:20][CH2:19]3)[CH:7]=[CH:6][C:5]=12. The yield is 0.500.